Predict the reactants needed to synthesize the given product. From a dataset of Full USPTO retrosynthesis dataset with 1.9M reactions from patents (1976-2016). (1) Given the product [CH3:23][O:22][C:21]1[C:20]([O:28][CH3:29])=[CH:27][CH:26]=[CH:25][C:24]=1[C:5]([CH:7]1[CH2:8][CH2:9][N:10]([C:13]([O:15][C:16]([CH3:17])([CH3:18])[CH3:19])=[O:14])[CH2:11][CH2:12]1)=[O:6], predict the reactants needed to synthesize it. The reactants are: COCN[C:5]([CH:7]1[CH2:12][CH2:11][N:10]([C:13]([O:15][C:16]([CH3:19])([CH3:18])[CH3:17])=[O:14])[CH2:9][CH2:8]1)=[O:6].[C:20]1([O:28][CH3:29])[C:21](=[CH:24][CH:25]=[CH:26][CH:27]=1)[O:22][CH3:23].O1CCCC1. (2) Given the product [NH2:8][C:7]1[CH2:6][CH2:5][CH2:4][CH2:3][C:2]=1[C:1]#[N:9], predict the reactants needed to synthesize it. The reactants are: [C:1](#[N:9])[CH2:2][CH2:3][CH2:4][CH2:5][CH2:6][C:7]#[N:8].CC([O-])(C)C.[K+]. (3) Given the product [OH:1][C:2]1[C:11]2[CH:10]=[N:9][C:8]([O:12][CH3:13])=[N:7][C:6]=2[N:5]([CH3:14])[C:4](=[O:15])[C:3]=1[C:16]([NH:18][CH2:19][C:20]([OH:22])=[O:21])=[O:17], predict the reactants needed to synthesize it. The reactants are: [OH:1][C:2]1[C:11]2[CH:10]=[N:9][C:8]([O:12][CH3:13])=[N:7][C:6]=2[N:5]([CH3:14])[C:4](=[O:15])[C:3]=1[C:16]([NH:18][CH2:19][C:20]([O:22]C(C)(C)C)=[O:21])=[O:17].OC1C2C=NC(S(C)(=O)=O)=NC=2N(C)C(=O)C=1C(NCC(OC(C)(C)C)=O)=O.N.CO. (4) Given the product [Br:1][C:2]1[CH:3]=[C:4]([C:26]([F:29])([F:28])[F:27])[CH:5]=[C:6]2[C:11]=1[NH:10][C:9](=[O:12])[N:8]([NH:13][C:36]1[CH:37]=[C:38]([CH:41]=[CH:42][C:35]=1[S:32]([CH2:30][CH3:31])(=[O:33])=[O:34])[C:39]#[N:40])[C:7]2=[O:25], predict the reactants needed to synthesize it. The reactants are: [Br:1][C:2]1[CH:3]=[C:4]([C:26]([F:29])([F:28])[F:27])[CH:5]=[C:6]2[C:11]=1[NH:10][C:9](=[O:12])[N:8]([NH:13]C1C=C(C=CC=1SCC)C#N)[C:7]2=[O:25].[CH2:30]([S:32]([C:35]1[CH:42]=[CH:41][C:38]([C:39]#[N:40])=[CH:37][C:36]=1C)(=[O:34])=[O:33])[CH3:31].